From a dataset of Forward reaction prediction with 1.9M reactions from USPTO patents (1976-2016). Predict the product of the given reaction. (1) Given the reactants [C:1]1([CH:7]([C:42]2[CH:47]=[CH:46][CH:45]=[CH:44][CH:43]=2)[CH2:8][NH:9][C:10]2[N:18]=[C:17]([CH2:19][NH:20][C:21]([NH:23][CH2:24][CH2:25][NH:26][CH:27]([CH3:29])[CH3:28])=[O:22])[N:16]=[C:15]3[C:11]=2[N:12]=[CH:13][N:14]3[C@@H:30]2[O:34][C@H:33]([C:35]([NH:37][CH2:38][CH3:39])=[O:36])[C@@H:32]([OH:40])[C@H:31]2[OH:41])[CH:6]=[CH:5][CH:4]=[CH:3][CH:2]=1.[C:48]1([S:54](Cl)(=[O:56])=[O:55])[CH:53]=[CH:52][CH:51]=[CH:50][CH:49]=1, predict the reaction product. The product is: [C:1]1([CH:7]([C:42]2[CH:43]=[CH:44][CH:45]=[CH:46][CH:47]=2)[CH2:8][NH:9][C:10]2[N:18]=[C:17]([CH2:19][NH:20][C:21]([NH:23][CH2:24][CH2:25][N:26]([CH:27]([CH3:29])[CH3:28])[S:54]([C:48]3[CH:53]=[CH:52][CH:51]=[CH:50][CH:49]=3)(=[O:56])=[O:55])=[O:22])[N:16]=[C:15]3[C:11]=2[N:12]=[CH:13][N:14]3[C@@H:30]2[O:34][C@H:33]([C:35]([NH:37][CH2:38][CH3:39])=[O:36])[C@@H:32]([OH:40])[C@H:31]2[OH:41])[CH:6]=[CH:5][CH:4]=[CH:3][CH:2]=1. (2) Given the reactants [O:1]1[CH2:6][CH2:5][N:4]([C:7]2[N:12]=[C:11]([O:13][C:14]3[CH:41]=[CH:40][CH:39]=[CH:38][C:15]=3[CH2:16][NH:17][C:18]([NH:20][C:21]3[N:25]([C:26]4[CH:31]=[CH:30][CH:29]=[C:28]([O:32]C)[CH:27]=4)[N:24]=[C:23]([C:34]([CH3:37])([CH3:36])[CH3:35])[CH:22]=3)=[O:19])[CH:10]=[CH:9][N:8]=2)[CH2:3][CH2:2]1.B(Br)(Br)Br.C(N)CN.Cl, predict the reaction product. The product is: [O:1]1[CH2:6][CH2:5][N:4]([C:7]2[N:12]=[C:11]([O:13][C:14]3[CH:41]=[CH:40][CH:39]=[CH:38][C:15]=3[CH2:16][NH:17][C:18]([NH:20][C:21]3[N:25]([C:26]4[CH:31]=[CH:30][CH:29]=[C:28]([OH:32])[CH:27]=4)[N:24]=[C:23]([C:34]([CH3:37])([CH3:36])[CH3:35])[CH:22]=3)=[O:19])[CH:10]=[CH:9][N:8]=2)[CH2:3][CH2:2]1. (3) Given the reactants [N:1]1[N:2]=[C:3]([NH2:6])[NH:4][CH:5]=1.[C:7]([C:9]1[CH:14]=[CH:13][CH:12]=[CH:11][C:10]=1[C:15]1[CH:20]=[CH:19][C:18]([CH2:21][CH:22]([C:28](=O)[CH2:29][CH2:30][CH3:31])[C:23](OCC)=[O:24])=[CH:17][CH:16]=1)#[N:8], predict the reaction product. The product is: [O:24]=[C:23]1[C:22]([CH2:21][C:18]2[CH:19]=[CH:20][C:15]([C:10]3[C:9]([C:7]#[N:8])=[CH:14][CH:13]=[CH:12][CH:11]=3)=[CH:16][CH:17]=2)=[C:28]([CH2:29][CH2:30][CH3:31])[N:2]2[N:1]=[CH:5][N:4]=[C:3]2[NH:6]1. (4) Given the reactants [OH:1][CH:2]([CH2:6][CH2:7][NH:8][C:9]([CH:11]1[C:16]([CH3:18])([CH3:17])[CH2:15][O:14][C@@H:13]([C:19]2[CH:24]=[CH:23][C:22]([O:25][CH3:26])=[CH:21][CH:20]=2)[O:12]1)=[O:10])[C:3]([OH:5])=O.[NH:27]1[CH2:32][CH2:31][O:30][CH2:29][CH2:28]1, predict the reaction product. The product is: [OH:1][CH:2]([C:3]([N:27]1[CH2:32][CH2:31][O:30][CH2:29][CH2:28]1)=[O:5])[CH2:6][CH2:7][NH:8][C:9]([CH:11]1[C:16]([CH3:17])([CH3:18])[CH2:15][O:14][C@@H:13]([C:19]2[CH:20]=[CH:21][C:22]([O:25][CH3:26])=[CH:23][CH:24]=2)[O:12]1)=[O:10]. (5) Given the reactants [C:1]([NH:9][C:10]1[N:18]=[CH:17][N:16]=[C:15]2[C:11]=1[N:12]=[CH:13][N:14]2[CH2:19][C:20]([O:22]CC)=[O:21])(=[O:8])[C:2]1[CH:7]=[CH:6][CH:5]=[CH:4][CH:3]=1.[OH-].[Na+].Cl, predict the reaction product. The product is: [C:1]([NH:9][C:10]1[N:18]=[CH:17][N:16]=[C:15]2[C:11]=1[N:12]=[CH:13][N:14]2[CH2:19][C:20]([OH:22])=[O:21])(=[O:8])[C:2]1[CH:3]=[CH:4][CH:5]=[CH:6][CH:7]=1. (6) Given the reactants [C:1]([N:4]1[C:12]2[C:7](=[CH:8][C:9]([C:13](OC(=O)C)([CH2:16][CH3:17])[CH2:14][CH3:15])=[CH:10][CH:11]=2)[CH:6]=[C:5]1C)(=[O:3])[CH3:2].[NH:23]1[C:31]2[C:26](=[CH:27][CH:28]=[CH:29][C:30]=2[NH:32][S:33]([CH3:36])(=[O:35])=[O:34])[CH:25]=[CH:24]1.C(O)(C(F)(F)F)=O, predict the reaction product. The product is: [C:1]([N:4]1[C:12]2[C:7](=[CH:8][C:9]([C:13]([C:25]3[C:26]4[C:31](=[C:30]([NH:32][S:33]([CH3:36])(=[O:34])=[O:35])[CH:29]=[CH:28][CH:27]=4)[NH:23][CH:24]=3)([CH2:14][CH3:15])[CH2:16][CH3:17])=[CH:10][CH:11]=2)[CH:6]=[CH:5]1)(=[O:3])[CH3:2]. (7) Given the reactants [CH3:1][N:2]1[CH:6]=[C:5]([NH:7][C:8]([C:10]2[CH:15]=[CH:14][CH:13]=[C:12]([C:16]3[CH:17]=[N:18][N:19]([CH2:21][CH:22]=C)[CH:20]=3)[N:11]=2)=[O:9])[C:4]([C:24](=[O:31])[NH:25][CH2:26][CH2:27][CH2:28][CH:29]=C)=[N:3]1.C1(P(C2CCCCC2)C2CCCCC2)CCCCC1, predict the reaction product. The product is: [CH3:1][N:2]1[CH:6]=[C:5]2[C:4]([C:24](=[O:31])[NH:25][CH2:26][CH2:27][CH2:28][CH:29]=[CH:22][CH2:21][N:19]3[CH:20]=[C:16]([C:12]4[N:11]=[C:10]([C:8](=[O:9])[NH:7]2)[CH:15]=[CH:14][CH:13]=4)[CH:17]=[N:18]3)=[N:3]1.